Task: Regression/Classification. Given a drug SMILES string, predict its absorption, distribution, metabolism, or excretion properties. Task type varies by dataset: regression for continuous measurements (e.g., permeability, clearance, half-life) or binary classification for categorical outcomes (e.g., BBB penetration, CYP inhibition). Dataset: cyp2c9_substrate_carbonmangels.. Dataset: CYP2C9 substrate classification data from Carbon-Mangels et al. (1) The molecule is CCOc1ccc(NC(C)=O)cc1. The result is 1 (substrate). (2) The compound is CCN(CC)CCN1C(=O)CN=C(c2ccccc2F)c2cc(Cl)ccc21. The result is 0 (non-substrate). (3) The molecule is O=C(O)Cc1ccccc1Nc1c(Cl)cccc1Cl. The result is 1 (substrate). (4) The compound is NC(N)=Nc1nc(CSCC/C(N)=N\S(N)(=O)=O)cs1. The result is 0 (non-substrate).